Dataset: NCI-60 drug combinations with 297,098 pairs across 59 cell lines. Task: Regression. Given two drug SMILES strings and cell line genomic features, predict the synergy score measuring deviation from expected non-interaction effect. (1) Drug 1: CCC1(CC2CC(C3=C(CCN(C2)C1)C4=CC=CC=C4N3)(C5=C(C=C6C(=C5)C78CCN9C7C(C=CC9)(C(C(C8N6C=O)(C(=O)OC)O)OC(=O)C)CC)OC)C(=O)OC)O.OS(=O)(=O)O. Drug 2: CC1CCC2CC(C(=CC=CC=CC(CC(C(=O)C(C(C(=CC(C(=O)CC(OC(=O)C3CCCCN3C(=O)C(=O)C1(O2)O)C(C)CC4CCC(C(C4)OC)OCCO)C)C)O)OC)C)C)C)OC. Cell line: NCI-H460. Synergy scores: CSS=19.0, Synergy_ZIP=3.90, Synergy_Bliss=8.95, Synergy_Loewe=5.70, Synergy_HSA=8.68. (2) Drug 1: CC1=C(C=C(C=C1)NC(=O)C2=CC=C(C=C2)CN3CCN(CC3)C)NC4=NC=CC(=N4)C5=CN=CC=C5. Drug 2: CC1C(C(CC(O1)OC2CC(CC3=C2C(=C4C(=C3O)C(=O)C5=C(C4=O)C(=CC=C5)OC)O)(C(=O)CO)O)N)O.Cl. Cell line: MOLT-4. Synergy scores: CSS=45.2, Synergy_ZIP=1.60, Synergy_Bliss=0.218, Synergy_Loewe=-35.1, Synergy_HSA=-1.61. (3) Drug 1: CC1CCC2CC(C(=CC=CC=CC(CC(C(=O)C(C(C(=CC(C(=O)CC(OC(=O)C3CCCCN3C(=O)C(=O)C1(O2)O)C(C)CC4CCC(C(C4)OC)OCCO)C)C)O)OC)C)C)C)OC. Drug 2: C1=NC2=C(N1)C(=S)N=CN2. Cell line: SK-MEL-28. Synergy scores: CSS=16.6, Synergy_ZIP=-3.29, Synergy_Bliss=1.74, Synergy_Loewe=-1.71, Synergy_HSA=2.15. (4) Drug 1: CCC1=CC2CC(C3=C(CN(C2)C1)C4=CC=CC=C4N3)(C5=C(C=C6C(=C5)C78CCN9C7C(C=CC9)(C(C(C8N6C)(C(=O)OC)O)OC(=O)C)CC)OC)C(=O)OC.C(C(C(=O)O)O)(C(=O)O)O. Cell line: SW-620. Synergy scores: CSS=48.5, Synergy_ZIP=2.62, Synergy_Bliss=1.62, Synergy_Loewe=-19.4, Synergy_HSA=2.12. Drug 2: CC12CCC3C(C1CCC2O)C(CC4=C3C=CC(=C4)O)CCCCCCCCCS(=O)CCCC(C(F)(F)F)(F)F.